From a dataset of Reaction yield outcomes from USPTO patents with 853,638 reactions. Predict the reaction yield, written as a fraction of the theoretical maximum amount of product (1.0 means a 100% yield; for example, 0.34 means a 34% yield). (1) The reactants are [CH2:1]([O:5][CH2:6][CH:7]=[N:8][OH:9])[CH2:2][CH:3]=[CH2:4].C(OC[C@@H]1OCC2=NOC[C@@H]2C1)C1C=CC=CC=1. No catalyst specified. The product is [N:8]1[O:9][CH2:4][CH:3]2[CH2:2][CH2:1][O:5][CH2:6][C:7]=12. The yield is 0.850. (2) The reactants are CC1(C)[O:6][C@@H:5]([CH2:7][O:8][NH:9][C:10]([C:12]2[N:13]=[CH:14][C:15]3[N:16]([CH:27]=[N:28][CH:29]=3)[C:17]=2[NH:18][C:19]2[CH:24]=[CH:23][C:22]([I:25])=[CH:21][C:20]=2[F:26])=[O:11])[CH2:4][O:3]1.Cl.O1CCOCC1.S([O-])([O-])(=O)=O.[Na+].[Na+]. The catalyst is CO. The product is [OH:6][C@H:5]([CH2:4][OH:3])[CH2:7][O:8][NH:9][C:10]([C:12]1[N:13]=[CH:14][C:15]2[N:16]([CH:27]=[N:28][CH:29]=2)[C:17]=1[NH:18][C:19]1[CH:24]=[CH:23][C:22]([I:25])=[CH:21][C:20]=1[F:26])=[O:11]. The yield is 0.673. (3) The reactants are [CH3:1][N:2]1[CH2:7][CH2:6][N:5]2[N:8]=[C:9]([N+:11]([O-])=O)[CH:10]=[C:4]2[CH2:3]1. The catalyst is C(O)C. The product is [CH3:1][N:2]1[CH2:7][CH2:6][N:5]2[N:8]=[C:9]([NH2:11])[CH:10]=[C:4]2[CH2:3]1. The yield is 0.990.